This data is from Forward reaction prediction with 1.9M reactions from USPTO patents (1976-2016). The task is: Predict the product of the given reaction. (1) Given the reactants [NH2:1][C:2]1[CH:11]=[CH:10][CH:9]=[C:4]([C:5]([O:7][CH3:8])=[O:6])[C:3]=1[C:12]([O:14]C)=O.Cl.Cl[C:18]([NH2:20])=[NH:19], predict the reaction product. The product is: [NH2:19][C:18]1[NH:20][C:12](=[O:14])[C:3]2[C:4]([C:5]([O:7][CH3:8])=[O:6])=[CH:9][CH:10]=[CH:11][C:2]=2[N:1]=1. (2) Given the reactants [Cl:1][C:2]1[CH:3]=[C:4]([NH:8][C:9]2[N:14]=[C:13]([C:15]3[CH:20]=[CH:19][N:18]=[C:17]([C:21]([OH:23])=O)[CH:16]=3)[CH:12]=[CH:11][N:10]=2)[CH:5]=[CH:6][CH:7]=1.[CH2:24]([N:26](CC)[CH2:27]C)C.CC(C)(C)C(Cl)=O.CNC, predict the reaction product. The product is: [Cl:1][C:2]1[CH:3]=[C:4]([NH:8][C:9]2[N:14]=[C:13]([C:15]3[CH:20]=[CH:19][N:18]=[C:17]([C:21]([N:26]([CH3:27])[CH3:24])=[O:23])[CH:16]=3)[CH:12]=[CH:11][N:10]=2)[CH:5]=[CH:6][CH:7]=1. (3) Given the reactants [C:1]([O:5][C:6](=[O:19])[CH2:7][C@@:8]1([C:15](OC)=O)[CH2:12][CH2:11][C@@H:10]([CH3:13])[CH:9]1C)(C)(C)C.FC(F)(F)[C:22]([OH:24])=[O:23].C(=O)([O-])[O-].[Na+].[Na+], predict the reaction product. The product is: [CH3:1][O:5][C:6]([CH2:7][C@:8]1([CH2:15][C:22]([OH:24])=[O:23])[CH2:12][CH2:11][C@@H:10]([CH3:13])[CH2:9]1)=[O:19]. (4) Given the reactants [CH2:1]([N:8]1[C:12]2[CH2:13][C:14](=[O:16])[CH2:15][C:11]=2[C:10]([C:17]([OH:19])=[O:18])=[N:9]1)[C:2]1[CH:7]=[CH:6][CH:5]=[CH:4][CH:3]=1.O[N:21]1[C:25](=[O:26])[CH2:24][CH2:23][C:22]1=[O:27].C(Cl)CCl, predict the reaction product. The product is: [O:27]=[C:22]1[CH2:23][CH2:24][C:25](=[O:26])[N:21]1[O:18][C:17]([C:10]1[C:11]2[CH2:15][C:14](=[O:16])[CH2:13][C:12]=2[N:8]([CH2:1][C:2]2[CH:3]=[CH:4][CH:5]=[CH:6][CH:7]=2)[N:9]=1)=[O:19]. (5) Given the reactants Br[C:2]1[CH:3]=[C:4]([C:8]2[O:9][C:10]([CH3:16])=[C:11]([CH2:13][CH2:14]O)[N:12]=2)[CH:5]=[CH:6][CH:7]=1.[S:17]1[CH:21]=[CH:20][CH:19]=[C:18]1B(O)O.C([O-])([O-])=[O:26].[Na+].[Na+], predict the reaction product. The product is: [CH3:16][C:10]1[O:9][C:8]([C:4]2[CH:5]=[CH:6][CH:7]=[C:2]([C:18]3[S:17][CH:21]=[CH:20][CH:19]=3)[CH:3]=2)=[N:12][C:11]=1[CH:13]([OH:26])[CH3:14]. (6) Given the reactants [OH:1][C@H:2]([C:11]1[CH:20]=[CH:19][C:14]2[C:15](=[O:18])[O:16][CH2:17][C:13]=2[C:12]=1[CH3:21])[CH2:3][N:4]1[CH2:9][CH2:8][NH:7][C:6](=[O:10])[CH2:5]1.Br[C:23]1[CH:24]=[C:25]2[C:30](=[CH:31][CH:32]=1)[N:29]=[C:28]([S:33]([CH3:36])(=[O:35])=[O:34])[CH:27]=[CH:26]2.CC1(C)C2C(=C(P(C3C=CC=CC=3)C3C=CC=CC=3)C=CC=2)OC2C(P(C3C=CC=CC=3)C3C=CC=CC=3)=CC=CC1=2.C([O-])([O-])=O.[Cs+].[Cs+], predict the reaction product. The product is: [OH:1][C@H:2]([C:11]1[CH:20]=[CH:19][C:14]2[C:15](=[O:18])[O:16][CH2:17][C:13]=2[C:12]=1[CH3:21])[CH2:3][N:4]1[CH2:9][CH2:8][N:7]([C:23]2[CH:24]=[C:25]3[C:30](=[CH:31][CH:32]=2)[N:29]=[C:28]([S:33]([CH3:36])(=[O:34])=[O:35])[CH:27]=[CH:26]3)[C:6](=[O:10])[CH2:5]1. (7) Given the reactants Br[C:2]1[CH:3]=[C:4]([C:12]2[C:13]([O:18][CH3:19])=[N:14][CH:15]=[CH:16][CH:17]=2)[CH:5]=[C:6]([C:8]([CH3:11])([CH3:10])[CH3:9])[CH:7]=1.[Br-].[CH2:21]([Zn+])[C:22]1[CH:27]=[CH:26][CH:25]=[CH:24][CH:23]=1, predict the reaction product. The product is: [CH2:21]([C:2]1[CH:3]=[C:4]([C:12]2[C:13]([O:18][CH3:19])=[N:14][CH:15]=[CH:16][CH:17]=2)[CH:5]=[C:6]([C:8]([CH3:11])([CH3:10])[CH3:9])[CH:7]=1)[C:22]1[CH:27]=[CH:26][CH:25]=[CH:24][CH:23]=1.